From a dataset of Reaction yield outcomes from USPTO patents with 853,638 reactions. Predict the reaction yield, written as a fraction of the theoretical maximum amount of product (1.0 means a 100% yield; for example, 0.34 means a 34% yield). (1) The reactants are [CH3:1][C:2]1[N:3]([S:16]([C:19]2[CH:24]=[CH:23][CH:22]=[CH:21][CH:20]=2)(=[O:18])=[O:17])[C:4]([C:11]2[CH:15]=[CH:14][S:13][CH:12]=2)=[CH:5][C:6]=1[C:7](OC)=[O:8].[H-].C([Al+]CC(C)C)C(C)C. The catalyst is C1(C)C=CC=CC=1. The product is [CH3:1][C:2]1[N:3]([S:16]([C:19]2[CH:24]=[CH:23][CH:22]=[CH:21][CH:20]=2)(=[O:17])=[O:18])[C:4]([C:11]2[CH:15]=[CH:14][S:13][CH:12]=2)=[CH:5][C:6]=1[CH2:7][OH:8]. The yield is 0.630. (2) The product is [N+:33]([C:30]1[CH:29]=[CH:28][C:27]([CH2:26][O:25][C:23]([N:7]2[CH:8]=[C:9]([CH:11]=[O:12])[N:10]=[C:6]2[C:2]2[S:1][CH:5]=[CH:4][N:3]=2)=[O:24])=[CH:32][CH:31]=1)([O-:35])=[O:34]. The yield is 0.920. The catalyst is C(Cl)Cl.O1CCOCC1.C(Cl)(Cl)Cl. The reactants are [S:1]1[CH:5]=[CH:4][N:3]=[C:2]1[C:6]1[NH:7][CH:8]=[C:9]([CH:11]=[O:12])[N:10]=1.CCN(C(C)C)C(C)C.Cl[C:23]([O:25][CH2:26][C:27]1[CH:32]=[CH:31][C:30]([N+:33]([O-:35])=[O:34])=[CH:29][CH:28]=1)=[O:24]. (3) The reactants are [CH3:1][O:2][C:3]([CH3:5])=[CH2:4].[OH:6][CH2:7][CH:8](CO)[CH2:9][OH:10]. The catalyst is CN(C)C=O.C1(C)C=CC(S(O)(=O)=O)=CC=1. The product is [CH3:4][C:3]1([CH3:5])[O:6][CH2:7][CH:8]([CH2:9][OH:10])[CH2:1][O:2]1. The yield is 0.550. (4) The reactants are [Cl:1][C:2]1[C:7]([C:8]([O:10][CH2:11][CH3:12])=[O:9])=[CH:6][CH:5]=[C:4](Cl)[N:3]=1.[C:14]([CH:16]1[CH2:18][CH2:17]1)#[CH:15]. The catalyst is C1(C)C=CC=CC=1.C(N(CC)CC)C.[Cu]I.[Pd](Cl)Cl.C1(P(C2C=CC=CC=2)C2C=CC=CC=2)C=CC=CC=1.C1(P(C2C=CC=CC=2)C2C=CC=CC=2)C=CC=CC=1. The product is [Cl:1][C:2]1[C:7]([C:8]([O:10][CH2:11][CH3:12])=[O:9])=[CH:6][CH:5]=[C:4]([C:15]#[C:14][CH:16]2[CH2:18][CH2:17]2)[N:3]=1. The yield is 0.310. (5) The yield is 0.810. The reactants are [OH:1][C@@H:2]([CH:7]([CH3:9])[CH3:8])[C:3]([O:5][CH3:6])=[O:4].Cl[C:11]1[N:16]=[C:15]([O:17][CH3:18])[CH:14]=[C:13]([O:19][CH3:20])[N:12]=1.[Na].C(=O)([O-])[O-].[K+].[K+]. The product is [CH3:20][O:19][C:13]1[CH:14]=[C:15]([O:17][CH3:18])[N:16]=[C:11]([O:1][C@@H:2]([CH:7]([CH3:9])[CH3:8])[C:3]([O:5][CH3:6])=[O:4])[N:12]=1. The catalyst is CN(C)C=O. (6) The reactants are CS(O)(=O)=O.[NH2:6][CH2:7][C:8]1[CH:9]=[C:10]2[C:14](=[CH:15][CH:16]=1)[C:13](=[O:17])[N:12]([CH:18]1[CH2:23][CH2:22][C:21](=[O:24])[NH:20][C:19]1=[O:25])[CH2:11]2.C1N=CN([C:31]([N:33]2C=N[CH:35]=[CH:34]2)=[O:32])C=1.[Cl:38][C:39]1[CH:40]=[C:41](C(N)C)[CH:42]=[CH:43][C:44]=1[Cl:45].O. The catalyst is CN(C)C=O. The product is [Cl:38][C:39]1[CH:40]=[C:41]([CH:34]([NH:33][C:31]([NH:6][CH2:7][C:8]2[CH:9]=[C:10]3[C:14](=[CH:15][CH:16]=2)[C:13](=[O:17])[N:12]([CH:18]2[CH2:23][CH2:22][C:21](=[O:24])[NH:20][C:19]2=[O:25])[CH2:11]3)=[O:32])[CH3:35])[CH:42]=[CH:43][C:44]=1[Cl:45]. The yield is 0.170. (7) The catalyst is C(#N)C. The product is [CH3:12][O:13][C:14]([C:15]1[C:16]([C:17]2[CH:22]=[CH:21][CH:20]=[C:19]([F:23])[CH:18]=2)=[N:38][N:39]2[C:44]=1[CH:43]=[CH:42][C:41]([O:45][CH3:46])=[N:40]2)=[O:24]. The reactants are N12CCCN=C1CCCCC2.[CH3:12][O:13][C:14](=[O:24])[C:15]#[C:16][C:17]1[CH:22]=[CH:21][CH:20]=[C:19]([F:23])[CH:18]=1.C1(C)C=C(C)C=C(C)C=1S([O-])(=O)=O.[NH2:38][N+:39]1[CH:44]=[CH:43][CH:42]=[C:41]([O:45][CH3:46])[N:40]=1. The yield is 0.530.